Dataset: hERG Central: cardiac toxicity at 1µM, 10µM, and general inhibition. Task: Predict hERG channel inhibition at various concentrations. (1) The drug is CCN(CC)CCN(C(=O)C1=COCCO1)c1nc2c(OC)ccc(OC)c2s1.Cl. Results: hERG_inhib (hERG inhibition (general)): blocker. (2) The compound is CCN1CCN(Cc2cc(Br)cc(Br)c2O)CC1. Results: hERG_inhib (hERG inhibition (general)): blocker. (3) The molecule is COCC(=O)N1CCN(c2ccc([N+](=O)[O-])cc2)CC1. Results: hERG_inhib (hERG inhibition (general)): blocker. (4) The molecule is CCn1cc(C(=O)NCc2ccco2)c(=O)c2cc(S(=O)(=O)N3CCCCCC3)ccc21. Results: hERG_inhib (hERG inhibition (general)): blocker.